From a dataset of Full USPTO retrosynthesis dataset with 1.9M reactions from patents (1976-2016). Predict the reactants needed to synthesize the given product. Given the product [I:27][C:26]1[CH:25]=[CH:24][NH:23][C:22](=[O:28])[C:21]=1[C:19]1[NH:20][C:16]2[CH:15]=[C:14]([N:11]3[CH2:12][CH2:13][NH:8][CH2:9][CH2:10]3)[CH:31]=[C:30]([CH3:32])[C:17]=2[N:18]=1, predict the reactants needed to synthesize it. The reactants are: C(OC([N:8]1[CH2:13][CH2:12][N:11]([C:14]2[CH:31]=[C:30]([CH3:32])[C:17]3[N:18]=[C:19]([C:21]4[C:22]([O:28]C)=[N:23][CH:24]=[CH:25][C:26]=4[I:27])[NH:20][C:16]=3[CH:15]=2)[CH2:10][CH2:9]1)=O)(C)(C)C.Cl.